From a dataset of KCNQ2 potassium channel screen with 302,405 compounds. Binary Classification. Given a drug SMILES string, predict its activity (active/inactive) in a high-throughput screening assay against a specified biological target. (1) The result is 0 (inactive). The drug is O(CC(=O)c1ccccc1)C(=O)/C=C\c1c([N+]([O-])=O)cccc1. (2) The drug is S(CC(=O)N1CCCC1)c1nc(nc2n(c(=O)n(c(=O)c12)C)C)CCCC. The result is 1 (active).